This data is from Full USPTO retrosynthesis dataset with 1.9M reactions from patents (1976-2016). The task is: Predict the reactants needed to synthesize the given product. Given the product [NH2:1][C:2]1[O:3][CH2:4][C@@:5]2([N:22]=1)[C:18]1[CH:17]=[C:16]([OH:19])[CH:15]=[C:14]([F:20])[C:13]=1[O:12][C:11]1[C:6]2=[CH:7][C:8]([C:29]2[C:24]([F:23])=[N:25][CH:26]=[CH:27][CH:28]=2)=[CH:9][CH:10]=1, predict the reactants needed to synthesize it. The reactants are: [NH2:1][C:2]1[O:3][CH2:4][C@@:5]2([N:22]=1)[C:18]1[CH:17]=[C:16]([OH:19])[CH:15]=[C:14]([F:20])[C:13]=1[O:12][C:11]1[C:6]2=[CH:7][C:8](Br)=[CH:9][CH:10]=1.[F:23][C:24]1[C:29](B(O)O)=[CH:28][CH:27]=[CH:26][N:25]=1.C(=O)([O-])[O-].[Na+].[Na+].CN(C=O)C.